The task is: Regression. Given a peptide amino acid sequence and an MHC pseudo amino acid sequence, predict their binding affinity value. This is MHC class I binding data.. This data is from Peptide-MHC class I binding affinity with 185,985 pairs from IEDB/IMGT. (1) The peptide sequence is SCQGSDDIR. The MHC is HLA-A11:01 with pseudo-sequence HLA-A11:01. The binding affinity (normalized) is 0. (2) The peptide sequence is LYPTFYCLF. The MHC is HLA-C04:01 with pseudo-sequence HLA-C04:01. The binding affinity (normalized) is 0.250. (3) The peptide sequence is YVVQMLARL. The MHC is Mamu-A01 with pseudo-sequence Mamu-A01. The binding affinity (normalized) is 0.488. (4) The peptide sequence is KSNEKNMDF. The MHC is HLA-C15:02 with pseudo-sequence HLA-C15:02. The binding affinity (normalized) is 0.537. (5) The peptide sequence is LESLTDREL. The MHC is HLA-A02:11 with pseudo-sequence HLA-A02:11. The binding affinity (normalized) is 0.0847. (6) The peptide sequence is SFYYIWKSY. The MHC is HLA-A33:01 with pseudo-sequence HLA-A33:01. The binding affinity (normalized) is 0.385. (7) The peptide sequence is KTFPPTEPK. The MHC is HLA-B40:01 with pseudo-sequence HLA-B40:01. The binding affinity (normalized) is 0.0847. (8) The peptide sequence is SYINRTGTF. The MHC is HLA-B07:02 with pseudo-sequence HLA-B07:02. The binding affinity (normalized) is 0.0847. (9) The peptide sequence is PDTTYLGPL. The MHC is HLA-B45:01 with pseudo-sequence HLA-B45:01. The binding affinity (normalized) is 0.0762.